Dataset: Forward reaction prediction with 1.9M reactions from USPTO patents (1976-2016). Task: Predict the product of the given reaction. (1) Given the reactants [Cl:1][C:2]1[C:3]([OH:14])=[CH:4][C:5]([O:12][CH3:13])=[C:6]([CH:11]=1)[C:7](OC)=[O:8].[H-].[Al+3].[Li+].[H-].[H-].[H-].C([C@@H]([C@H](C([O-])=O)O)O)([O-])=O.C(OCC)(=O)C, predict the reaction product. The product is: [Cl:1][C:2]1[CH:11]=[C:6]([CH2:7][OH:8])[C:5]([O:12][CH3:13])=[CH:4][C:3]=1[OH:14]. (2) Given the reactants Br[C:2]1[CH:3]=[C:4]([CH:8]([NH:10][C:11](=[O:17])[O:12][C:13]([CH3:16])([CH3:15])[CH3:14])[CH3:9])[CH:5]=[CH:6][CH:7]=1.ClCCl.C(N(CC)CC)C, predict the reaction product. The product is: [C:13]([O:12][C:11]([NH:10][CH:8]([C:4]1[CH:3]=[C:2]([CH:7]=[CH:6][CH:5]=1)[C:11]([O:12][CH3:13])=[O:17])[CH3:9])=[O:17])([CH3:16])([CH3:15])[CH3:14]. (3) The product is: [SH:10][C:11]1[C:20]([O:21][CH3:1])=[CH:15][CH:14]=[CH:13][C:12]=1[OH:19]. Given the reactants [CH2:1](N(C(C)C)C(C)C)C.[SH:10][C:11]1C=[CH:15][CH:14]=[C:13](OC)[C:12]=1[OH:19].[CH3:20][OH:21], predict the reaction product. (4) Given the reactants Cl.[NH2:2][C:3]1([CH3:23])[CH2:8][CH2:7][N:6]([CH2:9][C@@H:10]([C:12]2[C:13]([CH3:22])=[C:14]3[C:18](=[CH:19][CH:20]=2)[C:17](=[O:21])[O:16][CH2:15]3)[OH:11])[CH2:5][CH2:4]1.[CH3:24][C:25]1[C:30]([N:31]2[CH:35]=[N:34][N:33]=[N:32]2)=[CH:29][N:28]=[C:27]([C:36](O)=[O:37])[CH:26]=1, predict the reaction product. The product is: [OH:11][C@H:10]([C:12]1[C:13]([CH3:22])=[C:14]2[C:18](=[CH:19][CH:20]=1)[C:17](=[O:21])[O:16][CH2:15]2)[CH2:9][N:6]1[CH2:7][CH2:8][C:3]([NH:2][C:36](=[O:37])[C:27]2[CH:26]=[C:25]([CH3:24])[C:30]([N:31]3[CH:35]=[N:34][N:33]=[N:32]3)=[CH:29][N:28]=2)([CH3:23])[CH2:4][CH2:5]1. (5) The product is: [CH2:26]([O:28][C:29](=[O:49])[CH2:30][C:31]1([C:34]2[CH:39]=[CH:38][C:37]([C:2]3[CH:7]=[CH:6][C:5]([C:8]4[O:12][N:11]=[C:10]([CH3:13])[C:9]=4[NH:14][CH:15]([CH3:25])[CH2:16][CH2:17][C:18]4[CH:23]=[CH:22][CH:21]=[CH:20][C:19]=4[Cl:24])=[CH:4][CH:3]=3)=[CH:36][CH:35]=2)[CH2:33][CH2:32]1)[CH3:27]. Given the reactants Br[C:2]1[CH:7]=[CH:6][C:5]([C:8]2[O:12][N:11]=[C:10]([CH3:13])[C:9]=2[NH:14][CH:15]([CH3:25])[CH2:16][CH2:17][C:18]2[CH:23]=[CH:22][CH:21]=[CH:20][C:19]=2[Cl:24])=[CH:4][CH:3]=1.[CH2:26]([O:28][C:29](=[O:49])[CH2:30][C:31]1([C:34]2[CH:39]=[CH:38][C:37](B3OC(C)(C)C(C)(C)O3)=[CH:36][CH:35]=2)[CH2:33][CH2:32]1)[CH3:27], predict the reaction product.